Dataset: Full USPTO retrosynthesis dataset with 1.9M reactions from patents (1976-2016). Task: Predict the reactants needed to synthesize the given product. Given the product [C:15]1([S:12]([N:8]([CH2:7][C:6]([OH:21])=[O:5])[CH:9]([CH3:11])[CH3:10])(=[O:14])=[O:13])[CH:16]=[CH:17][CH:18]=[CH:19][CH:20]=1, predict the reactants needed to synthesize it. The reactants are: C([O:5][C:6](=[O:21])[CH2:7][N:8]([S:12]([C:15]1[CH:20]=[CH:19][CH:18]=[CH:17][CH:16]=1)(=[O:14])=[O:13])[CH:9]([CH3:11])[CH3:10])(C)(C)C.Cl.O1CCOCC1.